This data is from Catalyst prediction with 721,799 reactions and 888 catalyst types from USPTO. The task is: Predict which catalyst facilitates the given reaction. Reactant: C1O[C:4]2([CH:11]3[CH2:12][C:7]4([S:14]([NH2:17])(=[O:16])=[O:15])[CH2:8][CH:9]([CH2:13][CH:5]2[CH2:6]4)[CH2:10]3)[O:3]C1. Product: [NH2:17][S:14]([C:7]12[CH2:12][CH:11]3[CH2:10][CH:9]([CH2:13][CH:5]([C:4]3=[O:3])[CH2:6]1)[CH2:8]2)(=[O:15])=[O:16]. The catalyst class is: 33.